From a dataset of TCR-epitope binding with 47,182 pairs between 192 epitopes and 23,139 TCRs. Binary Classification. Given a T-cell receptor sequence (or CDR3 region) and an epitope sequence, predict whether binding occurs between them. (1) The epitope is CINGVCWTV. The TCR CDR3 sequence is CASSTPTSGVNTGELFF. Result: 0 (the TCR does not bind to the epitope). (2) The epitope is ILGLPTQTV. The TCR CDR3 sequence is CASSQDWGRAGSTDTQYF. Result: 1 (the TCR binds to the epitope). (3) The epitope is FVDGVPFVV. The TCR CDR3 sequence is CASSLQGLASISTDTQYF. Result: 1 (the TCR binds to the epitope). (4) The epitope is NQKLIANQF. The TCR CDR3 sequence is CASSLAGDWTGGAFF. Result: 1 (the TCR binds to the epitope). (5) The epitope is QARQMVQAMRTIGTHP. The TCR CDR3 sequence is CASSSGTGYEQYF. Result: 1 (the TCR binds to the epitope). (6) Result: 1 (the TCR binds to the epitope). The epitope is YIFFASFYY. The TCR CDR3 sequence is CASSPIEGGETQYF. (7) The epitope is FQPTNGVGY. The TCR CDR3 sequence is CASSLRGGEQYF. Result: 0 (the TCR does not bind to the epitope). (8) The epitope is RILGAGCFV. The TCR CDR3 sequence is CASSPMTGPGGYTF. Result: 1 (the TCR binds to the epitope). (9) The epitope is YLDAYNMMI. The TCR CDR3 sequence is CSVELVGLATYEQFF. Result: 1 (the TCR binds to the epitope).